This data is from Forward reaction prediction with 1.9M reactions from USPTO patents (1976-2016). The task is: Predict the product of the given reaction. (1) Given the reactants FC1C=CC(C2(CC[C:16]3[O:20][N:19]=[C:18]4[C:21]5[C:26]([CH2:27][CH2:28][C:17]=34)=[CH:25][C:24]([CH:29]([OH:32])[CH2:30][OH:31])=[CH:23][CH:22]=5)CCCCC2)=CC=1.[Cl:33][C:34]1[CH:39]=[CH:38][C:37]([CH:40]2[CH2:45][CH2:44][CH:43](C3ON=C4C5C(CCC=34)=CC(C=C)=CC=5)[CH2:42][CH2:41]2)=[CH:36][CH:35]=1, predict the reaction product. The product is: [Cl:33][C:34]1[CH:39]=[CH:38][C:37]([CH:40]2[CH2:45][CH2:44][CH:43]([C:16]3[O:20][N:19]=[C:18]4[C:21]5[C:26]([CH2:27][CH2:28][C:17]=34)=[CH:25][C:24]([CH:29]([OH:32])[CH2:30][OH:31])=[CH:23][CH:22]=5)[CH2:42][CH2:41]2)=[CH:36][CH:35]=1. (2) Given the reactants Br[C:2]1[CH:3]=[C:4]([C:9]([OH:11])=O)[CH:5]=[N:6][C:7]=1Cl.[N:12]1[CH:17]=[CH:16][CH:15]=[N:14][C:13]=1[CH2:18][OH:19].[Cl:20][C:21]1[CH:26]=[CH:25][C:24](B(O)O)=[CH:23][CH:22]=1.[NH2:30][CH2:31][CH:32]([CH2:35][CH3:36])[CH2:33][OH:34], predict the reaction product. The product is: [Cl:20][C:21]1[CH:26]=[CH:25][C:24]([C:2]2[C:7]([O:19][CH2:18][C:13]3[N:14]=[CH:15][CH:16]=[CH:17][N:12]=3)=[N:6][CH:5]=[C:4]([CH:3]=2)[C:9]([NH:30][CH2:31][CH:32]([CH2:33][OH:34])[CH2:35][CH3:36])=[O:11])=[CH:23][CH:22]=1. (3) Given the reactants [CH:1]1([OH:8])[CH2:6][CH2:5][CH:4](O)[CH2:3][CH2:2]1.[BrH:9].[C:10](Cl)(=[O:15])[C:11]([CH3:14])([CH3:13])[CH3:12], predict the reaction product. The product is: [C:10]([O:8][CH:1]1[CH2:2][CH2:3][CH2:4][CH:5]([Br:9])[CH2:6]1)(=[O:15])[C:11]([CH3:14])([CH3:13])[CH3:12].[C:10]([O:8][C@H:1]1[CH2:2][CH2:3][C@H:4]([Br:9])[CH2:5][CH2:6]1)(=[O:15])[C:11]([CH3:14])([CH3:13])[CH3:12]. (4) Given the reactants [Br:1][C:2]1[CH:7]=[CH:6][C:5]([CH2:8][C:9]([O:11][CH3:12])=[O:10])=[CH:4][CH:3]=1.[H-].[Na+].Br[CH2:16][CH2:17][CH:18]=[CH2:19], predict the reaction product. The product is: [Br:1][C:2]1[CH:3]=[CH:4][C:5]([CH:8]([CH2:19][CH2:18][CH:17]=[CH2:16])[C:9]([O:11][CH3:12])=[O:10])=[CH:6][CH:7]=1. (5) The product is: [C:15]([O:19][C:20](=[O:28])[NH:21][CH:22]1[CH2:27][CH2:26][N:25]([C:2]2[N:7]([CH2:8][CH2:9][CH2:10][O:11][CH3:12])[C:6](=[O:13])[CH:5]=[C:4]([Cl:14])[N:3]=2)[CH2:24][CH2:23]1)([CH3:18])([CH3:16])[CH3:17]. Given the reactants Cl[C:2]1[N:7]([CH2:8][CH2:9][CH2:10][O:11][CH3:12])[C:6](=[O:13])[CH:5]=[C:4]([Cl:14])[N:3]=1.[C:15]([O:19][C:20](=[O:28])[NH:21][CH:22]1[CH2:27][CH2:26][NH:25][CH2:24][CH2:23]1)([CH3:18])([CH3:17])[CH3:16].CCN(C(C)C)C(C)C, predict the reaction product.